From a dataset of Reaction yield outcomes from USPTO patents with 853,638 reactions. Predict the reaction yield, written as a fraction of the theoretical maximum amount of product (1.0 means a 100% yield; for example, 0.34 means a 34% yield). The reactants are [NH2:1][C:2](=[O:25])[CH2:3][CH2:4][C:5]1[CH:6]=[C:7]([CH:22]=[CH:23][CH:24]=1)[CH2:8][NH:9][C:10]1[CH:15]=[CH:14][CH:13]=[CH:12][C:11]=1/[CH:16]=[CH:17]/[C:18](OC)=[O:19].[NH2:26][OH:27].[OH-].[Na+]. The catalyst is C1COCC1.CO. The product is [NH2:1][C:2](=[O:25])[CH2:3][CH2:4][C:5]1[CH:6]=[C:7]([CH:22]=[CH:23][CH:24]=1)[CH2:8][NH:9][C:10]1[CH:15]=[CH:14][CH:13]=[CH:12][C:11]=1/[CH:16]=[CH:17]/[C:18]([NH:26][OH:27])=[O:19]. The yield is 0.420.